This data is from Catalyst prediction with 721,799 reactions and 888 catalyst types from USPTO. The task is: Predict which catalyst facilitates the given reaction. (1) Reactant: [CH2:1]([O:3]/[C:4](=[CH:10]\[C:11]1[CH:16]=[CH:15][C:14]([C:17]2[CH:22]=[CH:21][CH:20]=[C:19]([N:23]([CH3:36])[C:24](OC3C=CC([N+]([O-])=O)=CC=3)=[O:25])[CH:18]=2)=[CH:13][CH:12]=1)/[C:5]([O:7][CH2:8][CH3:9])=[O:6])[CH3:2].[CH2:37]([NH2:45])[CH2:38][C:39]1[CH:44]=[CH:43][CH:42]=[CH:41][CH:40]=1.O. Product: [CH2:1]([O:3]/[C:4](=[CH:10]\[C:11]1[CH:16]=[CH:15][C:14]([C:17]2[CH:22]=[CH:21][CH:20]=[C:19]([N:23]([CH3:36])[C:24]([NH:45][CH2:37][CH2:38][C:39]3[CH:44]=[CH:43][CH:42]=[CH:41][CH:40]=3)=[O:25])[CH:18]=2)=[CH:13][CH:12]=1)/[C:5]([O:7][CH2:8][CH3:9])=[O:6])[CH3:2]. The catalyst class is: 9. (2) Reactant: [CH:1]1([N:7]2[CH2:12][CH2:11][N:10]([CH2:13][CH2:14][CH2:15][N:16]3C(=O)C4C(=CC=CC=4)C3=O)[CH2:9][CH2:8]2)[CH2:6][CH2:5][CH2:4][CH2:3][CH2:2]1.O.NN. Product: [CH:1]1([N:7]2[CH2:8][CH2:9][N:10]([CH2:13][CH2:14][CH2:15][NH2:16])[CH2:11][CH2:12]2)[CH2:2][CH2:3][CH2:4][CH2:5][CH2:6]1. The catalyst class is: 8. (3) Reactant: [CH3:1][O:2][C:3]([C:5]1[C:14]2[O:13][CH2:12][CH:11]([C:15]3[CH:16]=[N:17][CH:18]=[C:19]([O:21][CH:22]4[CH2:27][CH2:26][NH:25][CH2:24][CH2:23]4)[CH:20]=3)[O:10][C:9]=2[CH:8]=[CH:7][CH:6]=1)=[O:4].[C:28](Cl)(=[O:32])[CH:29]([CH3:31])[CH3:30].C(N(CC)CC)C.C([O-])(O)=O.[Na+]. Product: [CH3:1][O:2][C:3]([C:5]1[C:14]2[O:13][CH2:12][CH:11]([C:15]3[CH:16]=[N:17][CH:18]=[C:19]([O:21][CH:22]4[CH2:27][CH2:26][N:25]([C:28](=[O:32])[CH:29]([CH3:31])[CH3:30])[CH2:24][CH2:23]4)[CH:20]=3)[O:10][C:9]=2[CH:8]=[CH:7][CH:6]=1)=[O:4]. The catalyst class is: 34. (4) Reactant: [CH2:1]([N:8]1[CH:12]=[C:11]([CH2:13][CH2:14][CH2:15][CH:16]2[O:20][CH2:19][CH2:18][O:17]2)[C:10]([OH:21])=[N:9]1)[C:2]1[CH:7]=[CH:6][CH:5]=[CH:4][CH:3]=1.[CH2:22](OS(=O)(=O)OCC)[CH3:23].[Cl-].[NH4+]. Product: [CH2:1]([N:8]1[CH:12]=[C:11]([CH2:13][CH2:14][CH2:15][CH:16]2[O:17][CH2:18][CH2:19][O:20]2)[C:10]([O:21][CH2:22][CH3:23])=[N:9]1)[C:2]1[CH:7]=[CH:6][CH:5]=[CH:4][CH:3]=1. The catalyst class is: 9. (5) Reactant: [C:1]([O:5][C:6]([NH:8][C@@H:9]([CH2:13][CH:14]=[CH2:15])[C:10]([OH:12])=O)=[O:7])([CH3:4])([CH3:3])[CH3:2].[CH2:16]([NH:23][CH2:24][CH2:25][CH:26]=[CH2:27])[C:17]1[CH:22]=[CH:21][CH:20]=[CH:19][CH:18]=1.C(Cl)CCl.C1C=CC2N(O)N=NC=2C=1. Product: [CH2:16]([N:23]([CH2:24][CH2:25][CH:26]=[CH2:27])[C:10](=[O:12])[C@@H:9]([NH:8][C:6](=[O:7])[O:5][C:1]([CH3:2])([CH3:3])[CH3:4])[CH2:13][CH:14]=[CH2:15])[C:17]1[CH:22]=[CH:21][CH:20]=[CH:19][CH:18]=1. The catalyst class is: 31. (6) Reactant: [CH2:1]([C:8]1[CH:9]=[CH:10][C:11]([NH2:14])=[N:12][CH:13]=1)[C:2]1[CH:7]=[CH:6][CH:5]=[CH:4][CH:3]=1.[Br:15]Br. Product: [CH2:1]([C:8]1[CH:9]=[C:10]([Br:15])[C:11]([NH2:14])=[N:12][CH:13]=1)[C:2]1[CH:3]=[CH:4][CH:5]=[CH:6][CH:7]=1. The catalyst class is: 250. (7) Reactant: [CH2:1]([NH:8][C:9](=[O:28])[C@@H:10]([CH2:19][O:20][CH2:21][C:22]1[CH:27]=[CH:26][CH:25]=[CH:24][CH:23]=1)[NH:11]C(OC(C)(C)C)=O)[C:2]1[CH:7]=[CH:6][CH:5]=[CH:4][CH:3]=1.ClCCl.FC(F)(F)C(O)=O.[OH-].[Na+]. The catalyst class is: 6. Product: [CH2:1]([NH:8][C:9](=[O:28])[C@@H:10]([CH2:19][O:20][CH2:21][C:22]1[CH:27]=[CH:26][CH:25]=[CH:24][CH:23]=1)[NH2:11])[C:2]1[CH:3]=[CH:4][CH:5]=[CH:6][CH:7]=1.